From a dataset of Full USPTO retrosynthesis dataset with 1.9M reactions from patents (1976-2016). Predict the reactants needed to synthesize the given product. (1) Given the product [F:8][C:6]1[CH:5]=[CH:4][C:3]2[CH2:9][O:10][B:22]([OH:21])[C:2]=2[CH:7]=1, predict the reactants needed to synthesize it. The reactants are: Br[C:2]1[CH:7]=[C:6]([F:8])[CH:5]=[CH:4][C:3]=1[CH2:9][O:10]COC.FC1C=CC2[B:22](O)[O:21]CC=2C=1. (2) Given the product [O:23]=[C:19]1[CH2:20][CH2:21][CH2:22][N:18]1[C:2]1[CH:3]=[C:4]2[C:8](=[CH:9][CH:10]=1)[N:7]([C:11]([O:13][C:14]([CH3:17])([CH3:16])[CH3:15])=[O:12])[CH:6]=[CH:5]2, predict the reactants needed to synthesize it. The reactants are: I[C:2]1[CH:3]=[C:4]2[C:8](=[CH:9][CH:10]=1)[N:7]([C:11]([O:13][C:14]([CH3:17])([CH3:16])[CH3:15])=[O:12])[CH:6]=[CH:5]2.[NH:18]1[CH2:22][CH2:21][CH2:20][C:19]1=[O:23].C(=O)([O-])[O-].[Cs+].[Cs+].